Dataset: NCI-60 drug combinations with 297,098 pairs across 59 cell lines. Task: Regression. Given two drug SMILES strings and cell line genomic features, predict the synergy score measuring deviation from expected non-interaction effect. (1) Cell line: SK-MEL-2. Drug 1: CC1C(C(CC(O1)OC2CC(CC3=C2C(=C4C(=C3O)C(=O)C5=C(C4=O)C(=CC=C5)OC)O)(C(=O)CO)O)N)O.Cl. Synergy scores: CSS=57.7, Synergy_ZIP=-0.401, Synergy_Bliss=-0.580, Synergy_Loewe=-7.45, Synergy_HSA=3.90. Drug 2: C1=CC(=C2C(=C1NCCNCCO)C(=O)C3=C(C=CC(=C3C2=O)O)O)NCCNCCO. (2) Synergy scores: CSS=36.7, Synergy_ZIP=0.699, Synergy_Bliss=-0.640, Synergy_Loewe=-20.6, Synergy_HSA=1.63. Drug 2: CC1=CC2C(CCC3(C2CCC3(C(=O)C)OC(=O)C)C)C4(C1=CC(=O)CC4)C. Drug 1: CC12CCC3C(C1CCC2=O)CC(=C)C4=CC(=O)C=CC34C. Cell line: EKVX. (3) Drug 1: CC(CN1CC(=O)NC(=O)C1)N2CC(=O)NC(=O)C2. Drug 2: C1C(C(OC1N2C=C(C(=O)NC2=O)F)CO)O. Cell line: A549. Synergy scores: CSS=46.6, Synergy_ZIP=-10.7, Synergy_Bliss=-11.5, Synergy_Loewe=-2.95, Synergy_HSA=-0.786.